This data is from Catalyst prediction with 721,799 reactions and 888 catalyst types from USPTO. The task is: Predict which catalyst facilitates the given reaction. (1) Reactant: [C:1]([O:5][C:6]([NH:8][C@H:9]([CH2:29][C:30]1[CH:35]=[CH:34][CH:33]=[CH:32][CH:31]=1)[CH2:10][NH:11][CH2:12][C@@H:13]([NH:21][C:22]([O:24][C:25]([CH3:28])([CH3:27])[CH3:26])=[O:23])[CH2:14][C:15]1[CH:20]=[CH:19][CH:18]=[CH:17][CH:16]=1)=[O:7])([CH3:4])([CH3:3])[CH3:2].C(N(CC)CC)C.Cl[C:44]([O:46][CH2:47][CH:48]1[C:60]2[CH:59]=[CH:58][CH:57]=[CH:56][C:55]=2[C:54]2[C:49]1=[CH:50][CH:51]=[CH:52][CH:53]=2)=[O:45]. Product: [C:1]([O:5][C:6]([NH:8][C@H:9]([CH2:29][C:30]1[CH:35]=[CH:34][CH:33]=[CH:32][CH:31]=1)[CH2:10][N:11]([CH2:12][C@@H:13]([NH:21][C:22]([O:24][C:25]([CH3:28])([CH3:26])[CH3:27])=[O:23])[CH2:14][C:15]1[CH:20]=[CH:19][CH:18]=[CH:17][CH:16]=1)[C:44]([O:46][CH2:47][CH:48]1[C:49]2[CH:50]=[CH:51][CH:52]=[CH:53][C:54]=2[C:55]2[C:60]1=[CH:59][CH:58]=[CH:57][CH:56]=2)=[O:45])=[O:7])([CH3:2])([CH3:3])[CH3:4]. The catalyst class is: 7. (2) Reactant: [NH2:1][C:2]1[CH:3]=[C:4]2[CH2:11][O:10][CH2:9][CH:8]([CH2:12][NH:13][C:14](=[O:20])[O:15][C:16]([CH3:19])([CH3:18])[CH3:17])[C:5]2=[N:6][CH:7]=1.Cl[C:22]1[C:27]([N+:28]([O-:30])=[O:29])=[CH:26][CH:25]=[C:24]([O:31][CH3:32])[N:23]=1.C(=O)(O)[O-].[Na+]. Product: [CH3:32][O:31][C:24]1[N:23]=[C:22]([NH:1][C:2]2[CH:3]=[C:4]3[CH2:11][O:10][CH2:9][CH:8]([CH2:12][NH:13][C:14](=[O:20])[O:15][C:16]([CH3:17])([CH3:19])[CH3:18])[C:5]3=[N:6][CH:7]=2)[C:27]([N+:28]([O-:30])=[O:29])=[CH:26][CH:25]=1. The catalyst class is: 3. (3) Reactant: [F:1][C:2]1[CH:24]=[CH:23][CH:22]=[CH:21][C:3]=1[CH2:4][N:5]1[CH2:10][CH2:9][N:8]([CH2:11][C:12]2[CH:13]=[N:14][CH:15]=[C:16]([CH:20]=2)[C:17]([OH:19])=O)[CH2:7][CH2:6]1.Cl.Cl.[NH2:27][CH2:28][C:29]1[CH:30]=[C:31]2[C:36](=[CH:37][CH:38]=1)[C:35]([NH2:39])=[N:34][CH:33]=[CH:32]2.CN(C(ON1N=NC2C=CC=NC1=2)=[N+](C)C)C.F[P-](F)(F)(F)(F)F.C(N(C(C)C)CC)(C)C. Product: [NH2:39][C:35]1[C:36]2[C:31](=[CH:30][C:29]([CH2:28][NH:27][C:17](=[O:19])[C:16]3[CH:20]=[C:12]([CH2:11][N:8]4[CH2:7][CH2:6][N:5]([CH2:4][C:3]5[CH:21]=[CH:22][CH:23]=[CH:24][C:2]=5[F:1])[CH2:10][CH2:9]4)[CH:13]=[N:14][CH:15]=3)=[CH:38][CH:37]=2)[CH:32]=[CH:33][N:34]=1. The catalyst class is: 91. (4) Product: [CH3:12][O:11][C:5]1[CH:4]=[N:3][C:2]([C:18]2[CH:23]=[N:22][CH:21]=[CH:20][N:19]=2)=[C:10]2[C:6]=1[CH:7]=[CH:8][NH:9]2. Reactant: Br[C:2]1[N:3]=[CH:4][C:5]([O:11][CH3:12])=[C:6]2[C:10]=1[NH:9][CH:8]=[CH:7]2.C([Sn](CCCC)(CCCC)[C:18]1[CH:23]=[N:22][CH:21]=[CH:20][N:19]=1)CCC. The catalyst class is: 441. (5) Reactant: [Cl:1][C:2]1[C:3]([OH:26])=[C:4]([CH:9]=[C:10]([CH2:14][C:15]2[CH:20]=[CH:19][C:18]([N:21]3[CH:25]=[CH:24][CH:23]=[N:22]3)=[CH:17][CH:16]=2)[C:11]=1[O:12][CH3:13])[C:5]([O:7][CH3:8])=[O:6].C(N(CC)CC)C.[F:34][C:35]([F:48])([F:47])[S:36](O[S:36]([C:35]([F:48])([F:47])[F:34])(=[O:38])=[O:37])(=[O:38])=[O:37].O. Product: [Cl:1][C:2]1[C:3]([O:26][S:36]([C:35]([F:48])([F:47])[F:34])(=[O:38])=[O:37])=[C:4]([CH:9]=[C:10]([CH2:14][C:15]2[CH:16]=[CH:17][C:18]([N:21]3[CH:25]=[CH:24][CH:23]=[N:22]3)=[CH:19][CH:20]=2)[C:11]=1[O:12][CH3:13])[C:5]([O:7][CH3:8])=[O:6]. The catalyst class is: 4. (6) Reactant: [NH2:1][C:2]1[C:10]([Cl:11])=[CH:9][C:5]([C:6]([OH:8])=O)=[C:4]([O:12][CH3:13])[CH:3]=1.[CH2:14]([NH:16][CH2:17][CH3:18])[CH3:15].CN(C(ON1N=NC2C=CC=CC1=2)=[N+](C)C)C.[B-](F)(F)(F)F. Product: [NH2:1][C:2]1[C:10]([Cl:11])=[CH:9][C:5]([C:6]([N:16]([CH2:17][CH3:18])[CH2:14][CH3:15])=[O:8])=[C:4]([O:12][CH3:13])[CH:3]=1. The catalyst class is: 10. (7) Reactant: C(Cl)(Cl)Cl.[Cl:5][C:6]1[C:15]([CH2:16][NH:17][CH:18]2[CH2:23][CH2:22][N:21]([CH2:24][CH2:25][N:26]3[C:35]4[C:30](=[CH:31][CH:32]=[C:33]([O:36][CH3:37])[CH:34]=4)[N:29]=[CH:28][C:27]3=[O:38])[CH2:20][CH2:19]2)=[N:14][C:13]2[NH:12][C:11](=[O:39])[CH2:10][S:9][C:8]=2[CH:7]=1.[C:40](O[C:40]([O:42][C:43]([CH3:46])([CH3:45])[CH3:44])=[O:41])([O:42][C:43]([CH3:46])([CH3:45])[CH3:44])=[O:41]. Product: [Cl:5][C:6]1[C:15]([CH2:16][N:17]([CH:18]2[CH2:23][CH2:22][N:21]([CH2:24][CH2:25][N:26]3[C:35]4[C:30](=[CH:31][CH:32]=[C:33]([O:36][CH3:37])[CH:34]=4)[N:29]=[CH:28][C:27]3=[O:38])[CH2:20][CH2:19]2)[C:40](=[O:41])[O:42][C:43]([CH3:46])([CH3:45])[CH3:44])=[N:14][C:13]2[NH:12][C:11](=[O:39])[CH2:10][S:9][C:8]=2[CH:7]=1. The catalyst class is: 66. (8) Reactant: [Br:1][C:2]1[CH:7]=[CH:6][C:5]([C:8]2([C:12]#N)[CH2:11][CH2:10][CH2:9]2)=[CH:4][CH:3]=1.[CH2:14]([Mg]Br)[CH2:15][CH3:16].[O:19]1CCCC1.Cl. Product: [Br:1][C:2]1[CH:7]=[CH:6][C:5]([C:8]2([C:12](=[O:19])[CH2:14][CH2:15][CH3:16])[CH2:11][CH2:10][CH2:9]2)=[CH:4][CH:3]=1. The catalyst class is: 7.